Dataset: Forward reaction prediction with 1.9M reactions from USPTO patents (1976-2016). Task: Predict the product of the given reaction. (1) The product is: [C:13]([O:1][CH2:2][C@@H:3]([NH:5][C:6]([O:7][C:8]([CH3:11])([CH3:10])[CH3:9])=[O:12])[CH3:4])(=[O:18])[C:14]([CH3:17])([CH3:16])[CH3:15]. Given the reactants [OH:1][CH2:2][C@@H:3]([NH:5][C:6](=[O:12])[O:7][C:8]([CH3:11])([CH3:10])[CH3:9])[CH3:4].[C:13](Cl)(=[O:18])[C:14]([CH3:17])([CH3:16])[CH3:15].CCN(CC)CC.O, predict the reaction product. (2) Given the reactants Br[C:2]1[CH:7]=[CH:6][C:5]([C:8]([CH3:12])([CH3:11])[C:9]#[N:10])=[CH:4][CH:3]=1.[B:13]1([B:13]2[O:17][C:16]([CH3:19])([CH3:18])[C:15]([CH3:21])([CH3:20])[O:14]2)[O:17][C:16]([CH3:19])([CH3:18])[C:15]([CH3:21])([CH3:20])[O:14]1, predict the reaction product. The product is: [CH3:11][C:8]([C:5]1[CH:6]=[CH:7][C:2]([B:13]2[O:17][C:16]([CH3:19])([CH3:18])[C:15]([CH3:21])([CH3:20])[O:14]2)=[CH:3][CH:4]=1)([CH3:12])[C:9]#[N:10].